From a dataset of Full USPTO retrosynthesis dataset with 1.9M reactions from patents (1976-2016). Predict the reactants needed to synthesize the given product. (1) Given the product [S:22]([OH:25])([OH:24])(=[O:23])=[O:21].[CH2:1]([NH:4][C:5]1[N:10]=[C:9]([NH:11][CH2:12][CH2:13][CH3:14])[N:8]=[C:7]([N:15]([CH3:20])[O:16][CH:17]([CH3:18])[CH3:19])[N:6]=1)[CH2:2][CH3:3], predict the reactants needed to synthesize it. The reactants are: [CH2:1]([NH:4][C:5]1[N:10]=[C:9]([NH:11][CH2:12][CH2:13][CH3:14])[N:8]=[C:7]([N:15]([CH3:20])[O:16][CH:17]([CH3:19])[CH3:18])[N:6]=1)[CH2:2][CH3:3].[OH:21][S:22]([OH:25])(=[O:24])=[O:23]. (2) Given the product [C:3]([C:7]1[N:11]([CH2:12][CH:13]2[CH2:18][CH2:17][O:16][CH2:15][CH2:14]2)[C:10]2[CH:19]=[CH:20][C:21]([S:23]([N:26]3[CH:30]=[CH:29][C:28]([C:31]([OH:33])=[O:32])=[CH:27]3)(=[O:25])=[O:24])=[CH:22][C:9]=2[N:8]=1)([CH3:6])([CH3:4])[CH3:5], predict the reactants needed to synthesize it. The reactants are: [OH-].[Li+].[C:3]([C:7]1[N:11]([CH2:12][CH:13]2[CH2:18][CH2:17][O:16][CH2:15][CH2:14]2)[C:10]2[CH:19]=[CH:20][C:21]([S:23]([N:26]3[CH:30]=[CH:29][C:28]([C:31]([O:33]C)=[O:32])=[CH:27]3)(=[O:25])=[O:24])=[CH:22][C:9]=2[N:8]=1)([CH3:6])([CH3:5])[CH3:4]. (3) Given the product [CH2:20]([O:19][C:17]([C:12]12[CH2:11][CH2:10][C:9]([NH:8][CH2:29][C:28]([N:26]3[CH2:27][C@@H:23]([F:22])[CH2:24][C@H:25]3[C:41]([NH2:43])=[O:42])=[O:40])([CH2:16][CH2:15]1)[CH2:14][CH2:13]2)=[O:18])[CH3:21], predict the reactants needed to synthesize it. The reactants are: C(=O)([O-])[O-].[K+].[K+].Cl.[NH2:8][C:9]12[CH2:16][CH2:15][C:12]([C:17]([O:19][CH2:20][CH3:21])=[O:18])([CH2:13][CH2:14]1)[CH2:11][CH2:10]2.[F:22][C@@H:23]1[CH2:27][N:26]([C:28](=[O:40])[CH2:29]OS(C2C=CC=CC=2)(=O)=O)[C@H:25]([C:41]([NH2:43])=[O:42])[CH2:24]1.O. (4) Given the product [F:1][C:2]1[CH:7]=[CH:6][C:5]([F:8])=[CH:4][C:3]=1[CH:9]1[C:10](=[O:16])[C:11]2[C:23]([C:24]([O:26][CH3:27])=[O:25])=[CH:22][O:15][C:12]=2[CH2:13][CH2:14]1, predict the reactants needed to synthesize it. The reactants are: [F:1][C:2]1[CH:7]=[CH:6][C:5]([F:8])=[CH:4][C:3]=1[CH:9]1[CH2:14][CH2:13][C:12](=[O:15])[CH2:11][C:10]1=[O:16].[O-]CC.[Na+].Br[CH2:22][C:23](=O)[C:24]([O:26][CH2:27]C)=[O:25].FC1C=CC(F)=CC=1C1C(=O)C2C(C(O)=O)=COC=2CC1.FC1C=CC(F)=CC=1C1C2OC=C(C(O)=O)C=2C(=O)CC1.OS(O)(=O)=O. (5) The reactants are: [CH3:1][C:2]1[NH:6][NH:5][C:4](=[O:7])[C:3]=1[CH2:8][C:9]1[CH:14]=[CH:13][C:12]([O:15][CH:16]([CH3:18])[CH3:17])=[CH:11][CH:10]=1.[CH3:19][S:20](Cl)(=[O:22])=[O:21].N1C=CC=CC=1.O. Given the product [CH3:19][S:20]([O:7][C:4]1[C:3]([CH2:8][C:9]2[CH:10]=[CH:11][C:12]([O:15][CH:16]([CH3:18])[CH3:17])=[CH:13][CH:14]=2)=[C:2]([CH3:1])[NH:6][N:5]=1)(=[O:22])=[O:21], predict the reactants needed to synthesize it. (6) Given the product [CH2:1]([O:3][C:4](=[O:22])[CH2:5][O:6][C:7]1[CH:12]=[CH:11][C:10]([N:13]([C:14]([O:16][C:17]([CH3:18])([CH3:20])[CH3:19])=[O:15])[CH3:25])=[CH:9][C:8]=1[CH3:21])[CH3:2], predict the reactants needed to synthesize it. The reactants are: [CH2:1]([O:3][C:4](=[O:22])[CH2:5][O:6][C:7]1[CH:12]=[CH:11][C:10]([NH:13][C:14]([O:16][C:17]([CH3:20])([CH3:19])[CH3:18])=[O:15])=[CH:9][C:8]=1[CH3:21])[CH3:2].[H-].[Na+].[CH3:25]I.OS([O-])(=O)=O.[K+]. (7) Given the product [Br:45][C:41]1[CH:40]=[CH:39][C:38]([NH:37][C:29]([NH:20][C:19]2[CH:21]=[C:22]([CH3:23])[C:16]([O:15][C:6]3[C:5]4[C:10](=[CH:11][C:12]([O:13][CH3:14])=[C:3]([O:2][CH3:1])[CH:4]=4)[N:9]=[CH:8][CH:7]=3)=[CH:17][C:18]=2[CH3:24])=[O:35])=[N:43][C:42]=1[CH3:44], predict the reactants needed to synthesize it. The reactants are: [CH3:1][O:2][C:3]1[CH:4]=[C:5]2[C:10](=[CH:11][C:12]=1[O:13][CH3:14])[N:9]=[CH:8][CH:7]=[C:6]2[O:15][C:16]1[C:22]([CH3:23])=[CH:21][C:19]([NH2:20])=[C:18]([CH3:24])[CH:17]=1.ClC(Cl)(O[C:29](=[O:35])OC(Cl)(Cl)Cl)Cl.[NH2:37][C:38]1[N:43]=[C:42]([CH3:44])[C:41]([Br:45])=[CH:40][CH:39]=1.C(=O)([O-])O.[Na+].